This data is from Forward reaction prediction with 1.9M reactions from USPTO patents (1976-2016). The task is: Predict the product of the given reaction. (1) The product is: [CH3:1][N:2]([CH3:18])[CH2:3][CH2:4][N:5]1[CH2:10][CH2:9][O:8][C:7]2[CH:11]=[C:12]([NH2:15])[CH:13]=[CH:14][C:6]1=2. Given the reactants [CH3:1][N:2]([CH3:18])[CH2:3][CH2:4][N:5]1[CH2:10][CH2:9][O:8][C:7]2[CH:11]=[C:12]([N+:15]([O-])=O)[CH:13]=[CH:14][C:6]1=2, predict the reaction product. (2) Given the reactants [CH2:1]([C@@:4]1([CH3:37])[CH2:9][C@H:8]([C:10]2[CH:15]=[CH:14][CH:13]=[C:12]([Cl:16])[CH:11]=2)[C@@H:7]([C:17]2[CH:22]=[CH:21][C:20]([Cl:23])=[CH:19][CH:18]=2)[N:6]([C@@H:24]([CH2:34][CH3:35])[CH2:25][NH:26][S:27]([CH2:30][CH2:31][CH2:32]Cl)(=[O:29])=[O:28])[C:5]1=[O:36])[CH:2]=[CH2:3].C1CCN2C(=NCCC2)CC1, predict the reaction product. The product is: [CH2:1]([C@@:4]1([CH3:37])[CH2:9][C@H:8]([C:10]2[CH:15]=[CH:14][CH:13]=[C:12]([Cl:16])[CH:11]=2)[C@@H:7]([C:17]2[CH:22]=[CH:21][C:20]([Cl:23])=[CH:19][CH:18]=2)[N:6]([C@@H:24]([CH2:34][CH3:35])[CH2:25][N:26]2[CH2:32][CH2:31][CH2:30][S:27]2(=[O:29])=[O:28])[C:5]1=[O:36])[CH:2]=[CH2:3]. (3) Given the reactants [Cl:1][C:2]1[N:3]=[C:4]2[C:9](=[CH:10][CH:11]=1)[N:8]=[CH:7][C:6]([C:12](=[O:14])[CH3:13])=[C:5]2[NH:15][C@H:16]1[CH2:21][CH2:20][C@H:19]([OH:22])[CH2:18][CH2:17]1.[Cl:23][C:24]1[CH:29]=[C:28](B2OC(C)(C)C(C)(C)O2)[CH:27]=[C:26]([Cl:39])[C:25]=1[OH:40], predict the reaction product. The product is: [ClH:1].[Cl:23][C:24]1[CH:29]=[C:28]([C:2]2[N:3]=[C:4]3[C:9](=[CH:10][CH:11]=2)[N:8]=[CH:7][C:6]([C:12](=[O:14])[CH3:13])=[C:5]3[NH:15][C@H:16]2[CH2:21][CH2:20][C@H:19]([OH:22])[CH2:18][CH2:17]2)[CH:27]=[C:26]([Cl:39])[C:25]=1[OH:40]. (4) Given the reactants C([O:3][C:4]([C:6]1([NH:15][C:16](=[O:28])[C:17]2[CH:22]=[CH:21][CH:20]=[C:19]([CH3:23])[C:18]=2[O:24][CH2:25][CH:26]=[CH2:27])[CH2:14][C:13]2[C:8](=[CH:9][CH:10]=[CH:11][CH:12]=2)[CH2:7]1)=[O:5])C.[OH-].[K+].O, predict the reaction product. The product is: [CH2:25]([O:24][C:18]1[C:19]([CH3:23])=[CH:20][CH:21]=[CH:22][C:17]=1[C:16]([NH:15][C:6]1([C:4]([OH:5])=[O:3])[CH2:14][C:13]2[C:8](=[CH:9][CH:10]=[CH:11][CH:12]=2)[CH2:7]1)=[O:28])[CH:26]=[CH2:27].